Predict the product of the given reaction. From a dataset of Forward reaction prediction with 1.9M reactions from USPTO patents (1976-2016). (1) Given the reactants [NH2:1][C:2]1[C:6]2[C:7](=[O:27])[N:8]([C:20]3[CH:25]=[CH:24][CH:23]=[CH:22][C:21]=3[Cl:26])[CH:9]=[C:10](B3OC(C)(C)C(C)(C)O3)[C:5]=2[NH:4][N:3]=1.Cl[C:29]1[N:34]=[CH:33][CH:32]=[CH:31][N:30]=1.P([O-])([O-])([O-])=O.[K+].[K+].[K+].C1(C)C=CC=CC=1, predict the reaction product. The product is: [NH2:1][C:2]1[C:6]2[C:7](=[O:27])[N:8]([C:20]3[CH:25]=[CH:24][CH:23]=[CH:22][C:21]=3[Cl:26])[CH:9]=[C:10]([C:29]3[N:34]=[CH:33][CH:32]=[CH:31][N:30]=3)[C:5]=2[NH:4][N:3]=1. (2) The product is: [CH2:1]([O:5][CH2:6][CH2:7][O:8][C:9]1[CH:14]=[CH:13][C:12]([C:15]2[CH:16]=[CH:17][C:18]3[N:24]([C:25](=[O:30])[C:26]([F:28])([F:29])[F:27])[CH2:23][CH2:22][C:21]([C:31]([NH:35][C:36]4[CH:41]=[CH:40][C:39]([CH:42]([OH:43])[C:44]5[CH:49]=[CH:48][CH:47]=[CH:46][N:45]=5)=[C:38]([O:50][CH3:51])[CH:37]=4)=[O:32])=[CH:20][C:19]=3[CH:34]=2)=[CH:11][CH:10]=1)[CH2:2][CH2:3][CH3:4]. Given the reactants [CH2:1]([O:5][CH2:6][CH2:7][O:8][C:9]1[CH:14]=[CH:13][C:12]([C:15]2[CH:16]=[CH:17][C:18]3[N:24]([C:25](=[O:30])[C:26]([F:29])([F:28])[F:27])[CH2:23][CH2:22][C:21]([C:31](O)=[O:32])=[CH:20][C:19]=3[CH:34]=2)=[CH:11][CH:10]=1)[CH2:2][CH2:3][CH3:4].[NH2:35][C:36]1[CH:41]=[CH:40][C:39]([CH:42]([C:44]2[CH:49]=[CH:48][CH:47]=[CH:46][N:45]=2)[OH:43])=[C:38]([O:50][CH3:51])[CH:37]=1.ON1C2C=CC=CC=2N=N1.Cl.C(N=C=NCCCN(C)C)C, predict the reaction product.